Predict the reactants needed to synthesize the given product. From a dataset of Full USPTO retrosynthesis dataset with 1.9M reactions from patents (1976-2016). (1) Given the product [C:33]([C:29]1[CH:28]=[C:27]([N:22]2[CH2:21][CH2:20][CH:19]([CH2:18][NH:17][C:11]3[CH:12]=[CH:13][C:14]([F:16])=[CH:15][C:10]=3[C:9]([NH:8][C:5]3[CH:4]=[CH:3][C:2]([Cl:1])=[CH:7][N:6]=3)=[O:25])[CH2:24][CH2:23]2)[CH:32]=[CH:31][N:30]=1)([OH:35])=[O:34], predict the reactants needed to synthesize it. The reactants are: [Cl:1][C:2]1[CH:3]=[CH:4][C:5]([NH:8][C:9](=[O:25])[C:10]2[CH:15]=[C:14]([F:16])[CH:13]=[CH:12][C:11]=2[NH:17][CH2:18][CH:19]2[CH2:24][CH2:23][NH:22][CH2:21][CH2:20]2)=[N:6][CH:7]=1.Cl[C:27]1[CH:32]=[CH:31][N:30]=[C:29]([C:33]([OH:35])=[O:34])[CH:28]=1.C(N(CC)CC)C. (2) Given the product [Cl:1][C:2]1[CH:3]=[C:4]([CH:9]([N:27]2[C:23](=[O:33])[C:24]3[C:25](=[CH:29][CH:30]=[CH:31][CH:32]=3)[C:26]2=[O:28])[C@H:10]2[CH2:14][CH2:13][N:12]([C:15]([O:17][C:18]([CH3:21])([CH3:20])[CH3:19])=[O:16])[CH2:11]2)[CH:5]=[CH:6][C:7]=1[F:8], predict the reactants needed to synthesize it. The reactants are: [Cl:1][C:2]1[CH:3]=[C:4]([CH:9](O)[C@H:10]2[CH2:14][CH2:13][N:12]([C:15]([O:17][C:18]([CH3:21])([CH3:20])[CH3:19])=[O:16])[CH2:11]2)[CH:5]=[CH:6][C:7]=1[F:8].[C:23]1(=[O:33])[NH:27][C:26](=[O:28])[C:25]2=[CH:29][CH:30]=[CH:31][CH:32]=[C:24]12.C1C=CC(P(C2C=CC=CC=2)C2C=CC=CC=2)=CC=1.N(C(OCC)=O)=NC(OCC)=O. (3) Given the product [CH2:12]([O:9][C:8]1[CH:7]=[CH:6][C:5]([CH:10]=[O:11])=[CH:4][C:3]=1[O:2][CH3:1])[C:13]1[CH:18]=[CH:17][CH:16]=[CH:15][CH:14]=1, predict the reactants needed to synthesize it. The reactants are: [CH3:1][O:2][C:3]1[CH:4]=[C:5]([CH:10]=[O:11])[CH:6]=[CH:7][C:8]=1[OH:9].[CH2:12](Br)[C:13]1[CH:18]=[CH:17][CH:16]=[CH:15][CH:14]=1.C(=O)([O-])[O-].[K+].[K+].CN(C)C=O. (4) Given the product [I:10][C:6]1[CH:7]=[CH:8][N:9]=[C:2]2[N:11]([C:13]3[CH:14]=[C:15]([S:19]([NH2:22])(=[O:21])=[O:20])[CH:16]=[CH:17][CH:18]=3)[N:12]=[CH:4][C:3]=12, predict the reactants needed to synthesize it. The reactants are: F[C:2]1[N:9]=[CH:8][CH:7]=[C:6]([I:10])[C:3]=1[CH:4]=O.[NH:11]([C:13]1[CH:14]=[C:15]([S:19]([NH2:22])(=[O:21])=[O:20])[CH:16]=[CH:17][CH:18]=1)[NH2:12]. (5) Given the product [CH:36]1([N:29]2[CH2:30][C@@H:31]([CH2:32][CH:33]([CH3:34])[CH3:35])[N:27]([CH:24]3[CH2:25][CH2:26][N:21]([CH2:20][C:17]4[CH:18]=[CH:19][C:14]([O:13][C:10]5[CH:9]=[CH:8][C:7]([C:6]([OH:43])=[O:5])=[CH:12][CH:11]=5)=[N:15][C:16]=4[CH3:42])[CH2:22][CH2:23]3)[C:28]2=[O:41])[CH2:37][CH2:38][CH2:39][CH2:40]1, predict the reactants needed to synthesize it. The reactants are: C([O:5][C:6](=[O:43])[C:7]1[CH:12]=[CH:11][C:10]([O:13][C:14]2[CH:19]=[CH:18][C:17]([CH2:20][N:21]3[CH2:26][CH2:25][CH:24]([N:27]4[C@H:31]([CH2:32][CH:33]([CH3:35])[CH3:34])[CH2:30][N:29]([CH:36]5[CH2:40][CH2:39][CH2:38][CH2:37]5)[C:28]4=[O:41])[CH2:23][CH2:22]3)=[C:16]([CH3:42])[N:15]=2)=[CH:9][CH:8]=1)(C)(C)C.Cl. (6) Given the product [Cl:22][C:16]1[CH:17]=[CH:18][CH:19]=[C:20]([Cl:21])[C:15]=1[CH2:14][C:12]1[N:11]=[C:10]([NH:23][C:24]2[CH:25]=[CH:26][C:27]([C:28]#[N:29])=[CH:30][CH:31]=2)[N:9]=[C:8]([NH:7][C:32](=[O:40])[CH2:33][CH2:34][CH2:35][CH2:36][CH2:37][CH2:38][CH3:39])[CH:13]=1, predict the reactants needed to synthesize it. The reactants are: N1C=CC=CC=1.[NH2:7][C:8]1[CH:13]=[C:12]([CH2:14][C:15]2[C:20]([Cl:21])=[CH:19][CH:18]=[CH:17][C:16]=2[Cl:22])[N:11]=[C:10]([NH:23][C:24]2[CH:31]=[CH:30][C:27]([C:28]#[N:29])=[CH:26][CH:25]=2)[N:9]=1.[C:32](Cl)(=[O:40])[CH2:33][CH2:34][CH2:35][CH2:36][CH2:37][CH2:38][CH3:39]. (7) Given the product [C:22]([SiH2:26][O:27][C:28]([CH3:35])([CH3:34])[C:29]1[N:30]=[CH:31][N:32]([C:2]2[CH:3]=[C:4]3[C:9](=[CH:10][C:11]=2[N+:12]([O-:14])=[O:13])[NH:8][C:7](=[O:15])[N:6]([NH:16][S:17]([CH3:20])(=[O:19])=[O:18])[C:5]3=[O:21])[CH:33]=1)([CH3:25])([CH3:23])[CH3:24], predict the reactants needed to synthesize it. The reactants are: F[C:2]1[CH:3]=[C:4]2[C:9](=[CH:10][C:11]=1[N+:12]([O-:14])=[O:13])[NH:8][C:7](=[O:15])[N:6]([NH:16][S:17]([CH3:20])(=[O:19])=[O:18])[C:5]2=[O:21].[C:22]([SiH2:26][O:27][C:28]([CH3:35])([CH3:34])[C:29]1[N:30]=[CH:31][NH:32][CH:33]=1)([CH3:25])([CH3:24])[CH3:23].CN1CCN(C)C1=O.